This data is from Peptide-MHC class I binding affinity with 185,985 pairs from IEDB/IMGT. The task is: Regression. Given a peptide amino acid sequence and an MHC pseudo amino acid sequence, predict their binding affinity value. This is MHC class I binding data. (1) The peptide sequence is FTITGDNTKW. The MHC is Mamu-A01 with pseudo-sequence Mamu-A01. The binding affinity (normalized) is 0.345. (2) The peptide sequence is VSFSPSLTF. The MHC is HLA-B15:03 with pseudo-sequence HLA-B15:03. The binding affinity (normalized) is 0.982. (3) The MHC is HLA-A68:01 with pseudo-sequence HLA-A68:01. The binding affinity (normalized) is 0.380. The peptide sequence is SVKYYGRSTK. (4) The peptide sequence is AMGAASLTLT. The MHC is Mamu-A11 with pseudo-sequence Mamu-A11. The binding affinity (normalized) is 0. (5) The peptide sequence is KQGDVFYTA. The MHC is HLA-A26:01 with pseudo-sequence HLA-A26:01. The binding affinity (normalized) is 0.0847. (6) The peptide sequence is SDRLHHDPL. The MHC is HLA-B08:01 with pseudo-sequence HLA-B08:01. The binding affinity (normalized) is 0.0847.